The task is: Predict the product of the given reaction.. This data is from Forward reaction prediction with 1.9M reactions from USPTO patents (1976-2016). (1) Given the reactants CC1C=CC(S(O)(=O)=O)=CC=1.[CH2:12]([N:14](CC)CC)[CH3:13].ClC(Cl)(O[C:23](=[O:29])[O:24][C:25](Cl)(Cl)Cl)Cl.[CH3:31][OH:32], predict the reaction product. The product is: [CH3:31][O:32][CH2:13][C@H:12]1[CH2:25][O:24][C:23](=[O:29])[NH:14]1. (2) Given the reactants C(O[C:4]([C:6]1[N:11]=[CH:10][C:9]2[N:12]=[C:13]([O:15][C:16]3[CH:21]=[CH:20][CH:19]=[CH:18][CH:17]=3)[S:14][C:8]=2[C:7]=1[OH:22])=[O:5])C.[NH2:23][CH2:24][C:25]([OH:27])=[O:26].C[O-].[Na+].CO, predict the reaction product. The product is: [OH:22][C:7]1[C:8]2[S:14][C:13]([O:15][C:16]3[CH:17]=[CH:18][CH:19]=[CH:20][CH:21]=3)=[N:12][C:9]=2[CH:10]=[N:11][C:6]=1[C:4]([NH:23][CH2:24][C:25]([OH:27])=[O:26])=[O:5]. (3) The product is: [CH3:22][CH:23]1[CH2:24][CH2:25][N:26]([C:29]2[C:34]([CH2:35][NH:36][C:13]([NH:12][C:9]3[CH:10]=[N:11][C:6]([N:1]4[CH2:2][CH2:3][CH2:4][CH2:5]4)=[CH:7][CH:8]=3)=[O:21])=[CH:33][CH:32]=[C:31]([C:37]([F:40])([F:38])[F:39])[N:30]=2)[CH2:27][CH2:28]1. Given the reactants [N:1]1([C:6]2[N:11]=[CH:10][C:9]([NH:12][C:13](=[O:21])OC3C=CC=CC=3)=[CH:8][CH:7]=2)[CH2:5][CH2:4][CH2:3][CH2:2]1.[CH3:22][CH:23]1[CH2:28][CH2:27][N:26]([C:29]2[C:34]([CH2:35][NH2:36])=[CH:33][CH:32]=[C:31]([C:37]([F:40])([F:39])[F:38])[N:30]=2)[CH2:25][CH2:24]1.C(N(CC)CC)C, predict the reaction product. (4) Given the reactants C(OC([N:11]1[CH2:15][C@@H:14]([O:16]CC2C=CC=CC=2)[C@H:13]([O:24][C@@H:25]2[O:78][C@H:77]([CH2:79][O:80]CC3C=CC=CC=3)[C@@H:44]([O:45][C@H:46]3[O:75][C@H:74]([CH3:76])[C@@H:65]([O:66]CC4C=CC=CC=4)[C@H:56]([O:57]CC4C=CC=CC=4)[C@H:47]3[O:48]CC3C=CC=CC=3)[C@H:35]([O:36]CC3C=CC=CC=3)[C@H:26]2[O:27]CC2C=CC=CC=2)[C@H:12]1[CH2:88][O:89]CC1C=CC=CC=1)=O)C1C=CC=CC=1.C([O:16][C@@H:14]1[CH2:15][N:11](C(OCC2C=CC=CC=2)=O)[C@H:12]([CH2:88][O:89]CC2C=CC=CC=2)[C@H:13]1[O:24][C@H:25]1[O:78][C@H:77]([CH2:79][O:80]CC2C=CC=CC=2)[C@@H:44]([O:45][C@H:46]2[O:75][C@H:74]([CH3:76])[C@@H:65]([O:66]CC3C=CC=CC=3)[C@H:56]([O:57]CC3C=CC=CC=3)[C@H:47]2[O:48]CC2C=CC=CC=2)[C@H:35]([O:36]CC2C=CC=CC=2)[C@H:26]1[O:27]CC1C=CC=CC=1)C1C=CC=CC=1.Cl, predict the reaction product. The product is: [C@H:46]1([O:45][C@@H:44]2[C@@H:77]([CH2:79][OH:80])[O:78][C@H:25]([O:24][C@H:13]3[C@H:14]([OH:16])[CH2:15][NH:11][C@@H:12]3[CH2:88][OH:89])[C@H:26]([OH:27])[C@H:35]2[OH:36])[O:75][C@H:74]([CH3:76])[C@@H:65]([OH:66])[C@H:56]([OH:57])[C@H:47]1[OH:48].